Dataset: Catalyst prediction with 721,799 reactions and 888 catalyst types from USPTO. Task: Predict which catalyst facilitates the given reaction. (1) Reactant: [CH2:1]([O:8][CH2:9][C@@H:10]1[O:15][C:14]2[CH:16]=[C:17]([C:33]([N:35]3[C@H:44]([CH2:45][N:46]4[CH2:51][CH2:50][N:49]([CH3:52])[CH2:48][CH2:47]4)[CH2:43][C:42]4[C:37](=[CH:38][CH:39]=[CH:40][CH:41]=4)[CH2:36]3)=[O:34])[C:18]([N:20]3[C:28]4[C:23](=[CH:24][CH:25]=[CH:26][CH:27]=4)[C:22]([C:29]([O:31]C)=[O:30])=[CH:21]3)=[CH:19][C:13]=2[O:12][CH2:11]1)[C:2]1[CH:7]=[CH:6][CH:5]=[CH:4][CH:3]=1.[OH-].[Na+]. The catalyst class is: 36. Product: [CH2:1]([O:8][CH2:9][C@@H:10]1[O:15][C:14]2[CH:16]=[C:17]([C:33]([N:35]3[C@H:44]([CH2:45][N:46]4[CH2:51][CH2:50][N:49]([CH3:52])[CH2:48][CH2:47]4)[CH2:43][C:42]4[C:37](=[CH:38][CH:39]=[CH:40][CH:41]=4)[CH2:36]3)=[O:34])[C:18]([N:20]3[C:28]4[C:23](=[CH:24][CH:25]=[CH:26][CH:27]=4)[C:22]([C:29]([OH:31])=[O:30])=[CH:21]3)=[CH:19][C:13]=2[O:12][CH2:11]1)[C:2]1[CH:3]=[CH:4][CH:5]=[CH:6][CH:7]=1. (2) Reactant: [CH:1]([C:4]1[CH:9]=[CH:8][CH:7]=[CH:6][C:5]=1[NH:10][C:11]1[C:16]([NH2:17])=[CH:15][CH:14]=[CH:13][C:12]=1[C:18]1[CH:23]=[CH:22][CH:21]=[CH:20][CH:19]=1)([CH3:3])[CH3:2].[CH:24](=O)[C:25]1[CH:30]=[CH:29][CH:28]=[CH:27][CH:26]=1.S(=O)(O)[O-].[Na+].[Li+].[Cl-]. Product: [CH:1]([C:4]1[CH:9]=[CH:8][CH:7]=[CH:6][C:5]=1[N:10]1[C:11]2[C:12]([C:18]3[CH:23]=[CH:22][CH:21]=[CH:20][CH:19]=3)=[CH:13][CH:14]=[CH:15][C:16]=2[N:17]=[C:24]1[C:25]1[CH:30]=[CH:29][CH:28]=[CH:27][CH:26]=1)([CH3:3])[CH3:2]. The catalyst class is: 3. (3) Reactant: C(N)(C)C.[Li]CCCC.C1(P(C2CCCCC2)C2C=CC=CC=2C2C(N(C)C)=CC=CC=2)CCCCC1.[C:38]([O:42][C:43](=[O:45])[CH3:44])([CH3:41])([CH3:40])[CH3:39].Br[C:47]1[CH:56]=[CH:55][C:54]([F:57])=[C:53]2[C:48]=1[CH:49]=[CH:50][N:51]=[CH:52]2. Product: [F:57][C:54]1[CH:55]=[CH:56][C:47]([CH2:44][C:43]([O:42][C:38]([CH3:41])([CH3:40])[CH3:39])=[O:45])=[C:48]2[C:53]=1[CH:52]=[N:51][CH:50]=[CH:49]2. The catalyst class is: 101.